This data is from Full USPTO retrosynthesis dataset with 1.9M reactions from patents (1976-2016). The task is: Predict the reactants needed to synthesize the given product. (1) Given the product [ClH:1].[F:11][C:12]1[CH:13]=[C:14]([CH:26]=[CH:27][CH:28]=1)[CH2:15][N:16]1[C:24]2[C:19](=[CH:20][C:21]([NH:25][C:2]3[C:3]4[NH:10][CH:9]=[CH:8][C:4]=4[N:5]=[CH:6][N:7]=3)=[CH:22][CH:23]=2)[CH:18]=[CH:17]1, predict the reactants needed to synthesize it. The reactants are: [Cl:1][C:2]1[C:3]2[NH:10][CH:9]=[CH:8][C:4]=2[N:5]=[CH:6][N:7]=1.[F:11][C:12]1[CH:13]=[C:14]([CH:26]=[CH:27][CH:28]=1)[CH2:15][N:16]1[C:24]2[C:19](=[CH:20][C:21]([NH2:25])=[CH:22][CH:23]=2)[CH:18]=[CH:17]1.C(OCC)(=O)C. (2) Given the product [CH2:1]([O:3][C:4]([N:6]1[C:15]2[C:10](=[CH:11][C:12]([C:16]([F:18])([F:19])[F:17])=[CH:13][CH:14]=2)[C:9]([C:20](=[O:21])[C:22]2[CH:27]=[C:26]([C:28]([F:29])([F:30])[F:31])[CH:25]=[C:24]([C:32]([F:33])([F:35])[F:34])[CH:23]=2)=[CH:8][CH:7]1[CH2:36][CH3:37])=[O:5])[CH3:2], predict the reactants needed to synthesize it. The reactants are: [CH2:1]([O:3][C:4]([N:6]1[C:15]2[C:10](=[CH:11][C:12]([C:16]([F:19])([F:18])[F:17])=[CH:13][CH:14]=2)[C:9]([CH:20]([C:22]2[CH:27]=[C:26]([C:28]([F:31])([F:30])[F:29])[CH:25]=[C:24]([C:32]([F:35])([F:34])[F:33])[CH:23]=2)[OH:21])=[CH:8][CH:7]1[CH2:36][CH3:37])=[O:5])[CH3:2]. (3) The reactants are: [NH2:1][CH2:2][C:3]1[C:8]([CH2:9][CH3:10])=[N:7][C:6]2[N:11]([CH2:14][CH3:15])[N:12]=[CH:13][C:5]=2[C:4]=1[NH:16][CH:17]1[CH2:22][CH2:21][O:20][CH2:19][CH2:18]1.[Cl:23][CH2:24][CH2:25][CH2:26][CH2:27][C:28](Cl)=[O:29].CCN(C(C)C)C(C)C. Given the product [Cl:23][CH2:24][CH2:25][CH2:26][CH2:27][C:28]([NH:1][CH2:2][C:3]1[C:4]([NH:16][CH:17]2[CH2:18][CH2:19][O:20][CH2:21][CH2:22]2)=[C:5]2[CH:13]=[N:12][N:11]([CH2:14][CH3:15])[C:6]2=[N:7][C:8]=1[CH2:9][CH3:10])=[O:29], predict the reactants needed to synthesize it. (4) Given the product [CH:34]1([CH2:37][N:38]2[C:43](=[O:44])[C:42]([CH2:45][N:11]3[CH2:12][CH2:13][N:8]([CH3:6])[CH2:9][CH2:10]3)=[CH:41][C:40]([C:51]3[CH:56]=[CH:55][C:54]([S:57][CH3:58])=[CH:53][CH:52]=3)=[N:39]2)[CH2:35][CH2:36]1, predict the reactants needed to synthesize it. The reactants are: C(O[C:6]([N:8]1[CH2:13][CH2:12][N:11](C2C(=O)N(CC(C)C)N=C(C3C=CC(C)=C(F)C=3)C=2C)[CH2:10][CH2:9]1)=O)(C)(C)C.[CH:34]1([CH2:37][N:38]2[C:43](=[O:44])[C:42]([CH2:45]OS(C)(=O)=O)=[CH:41][C:40]([C:51]3[CH:56]=[CH:55][C:54]([S:57][CH3:58])=[CH:53][CH:52]=3)=[N:39]2)[CH2:36][CH2:35]1.CN1CCNCC1. (5) Given the product [C:25]1([NH:35][CH2:21][C:20]2[CH:23]=[CH:24][C:17]([C:15]3[O:14][N:13]=[C:12]([CH2:1][CH2:2][CH2:3][CH2:4][CH2:5][CH2:6][CH2:7][CH2:8][CH2:9][CH2:10][CH3:11])[N:16]=3)=[CH:18][CH:19]=2)[C:34]2[CH2:33][CH2:32][CH2:31][CH2:30][C:29]=2[CH:28]=[CH:27][CH:26]=1, predict the reactants needed to synthesize it. The reactants are: [CH2:1]([C:12]1[N:16]=[C:15]([C:17]2[CH:24]=[CH:23][C:20]([CH:21]=O)=[CH:19][CH:18]=2)[O:14][N:13]=1)[CH2:2][CH2:3][CH2:4][CH2:5][CH2:6][CH2:7][CH2:8][CH2:9][CH2:10][CH3:11].[C:25]1([NH2:35])[C:34]2[CH2:33][CH2:32][CH2:31][CH2:30][C:29]=2[CH:28]=[CH:27][CH:26]=1. (6) Given the product [F:1][C:2]1[CH:3]=[CH:4][C:5]([O:15][CH2:16][C:17]2[CH:22]=[CH:21][C:20]([F:23])=[CH:19][CH:18]=2)=[C:6]([C:8]2[N:37]([C:35]3[CH:34]=[C:30]([CH:29]=[C:28]([NH:27][C:24](=[O:26])[CH3:25])[CH:36]=3)[C:31]([OH:33])=[O:32])[C:11]([CH3:12])=[CH:10][CH:9]=2)[CH:7]=1, predict the reactants needed to synthesize it. The reactants are: [F:1][C:2]1[CH:3]=[CH:4][C:5]([O:15][CH2:16][C:17]2[CH:22]=[CH:21][C:20]([F:23])=[CH:19][CH:18]=2)=[C:6]([C:8](=O)[CH2:9][CH2:10][C:11](=O)[CH3:12])[CH:7]=1.[C:24]([NH:27][C:28]1[CH:29]=[C:30]([CH:34]=[C:35]([NH2:37])[CH:36]=1)[C:31]([OH:33])=[O:32])(=[O:26])[CH3:25].CC1C=CC(S(O)(=O)=O)=CC=1.Cl. (7) The reactants are: C(N([CH:7]([CH3:9])[CH3:8])CC)(C)C.[CH:10](NCCNC(C)C)([CH3:12])[CH3:11].FC(F)(F)[C:22]([OH:24])=[O:23].O. Given the product [C:22]([OH:24])(=[O:23])[C:8]1[CH:7]=[CH:9][CH:12]=[CH:10][CH:11]=1, predict the reactants needed to synthesize it.